From a dataset of Forward reaction prediction with 1.9M reactions from USPTO patents (1976-2016). Predict the product of the given reaction. The product is: [Cl:19][C:20]1[CH:25]=[CH:24][CH:23]=[CH:22][C:21]=1[N:26]1[C:30]2=[N:31][CH:32]=[N:33][C:34]([S:35][CH:2]([CH2:12][CH2:13][O:14][CH2:15][CH2:16][O:17][CH3:18])[C:3]([NH:5][C:6]3[S:7][CH:8]=[C:9]([CH3:11])[N:10]=3)=[O:4])=[C:29]2[CH:28]=[N:27]1. Given the reactants Br[CH:2]([CH2:12][CH2:13][O:14][CH2:15][CH2:16][O:17][CH3:18])[C:3]([NH:5][C:6]1[S:7][CH:8]=[C:9]([CH3:11])[N:10]=1)=[O:4].[Cl:19][C:20]1[CH:25]=[CH:24][CH:23]=[CH:22][C:21]=1[N:26]1[C:30]2=[N:31][CH:32]=[N:33][C:34]([SH:35])=[C:29]2[CH:28]=[N:27]1.C([O-])([O-])=O.[K+].[K+].O, predict the reaction product.